Dataset: Catalyst prediction with 721,799 reactions and 888 catalyst types from USPTO. Task: Predict which catalyst facilitates the given reaction. (1) Reactant: Cl[C:2]1[N:7]=[N:6][C:5]([NH2:8])=[CH:4][CH:3]=1.[C:9]([O:13][C:14]([N:16]1[CH:21]2[CH2:22][CH2:23][CH:17]1[CH2:18][NH:19][CH2:20]2)=[O:15])([CH3:12])([CH3:11])[CH3:10]. Product: [C:9]([O:13][C:14]([N:16]1[CH:17]2[CH2:23][CH2:22][CH:21]1[CH2:20][N:19]([C:2]1[N:7]=[N:6][C:5]([NH2:8])=[CH:4][CH:3]=1)[CH2:18]2)=[O:15])([CH3:12])([CH3:10])[CH3:11]. The catalyst class is: 4. (2) Reactant: [CH3:1][CH:2]1[N:15]2[C:6]([CH2:7][O:8][C:9]3[C:14]2=[CH:13][C:12]([N+:16]([O-])=O)=[CH:11][CH:10]=3)=[N:5][NH:4][C:3]1=[O:19].[Cl-].[NH4+]. Product: [NH2:16][C:12]1[CH:13]=[C:14]2[C:9](=[CH:10][CH:11]=1)[O:8][CH2:7][C:6]1[N:15]2[CH:2]([CH3:1])[C:3](=[O:19])[NH:4][N:5]=1. The catalyst class is: 284.